Dataset: Forward reaction prediction with 1.9M reactions from USPTO patents (1976-2016). Task: Predict the product of the given reaction. Given the reactants [N:1]1([C:20]([O:22][CH2:23][C:24]2[CH:29]=[CH:28][CH:27]=[CH:26][CH:25]=2)=[O:21])[CH2:5][CH2:4][CH:3]([C:6]([O:8]C(C)(C)C)=[O:7])[N:2]1C(OC(C)(C)C)=O.C(O)(C(F)(F)F)=O.O, predict the reaction product. The product is: [C:24]1([CH2:23][O:22][C:20]([N:1]2[CH2:5][CH2:4][CH:3]([C:6]([OH:8])=[O:7])[NH:2]2)=[O:21])[CH:29]=[CH:28][CH:27]=[CH:26][CH:25]=1.